Regression. Given two drug SMILES strings and cell line genomic features, predict the synergy score measuring deviation from expected non-interaction effect. From a dataset of NCI-60 drug combinations with 297,098 pairs across 59 cell lines. (1) Drug 1: CNC(=O)C1=NC=CC(=C1)OC2=CC=C(C=C2)NC(=O)NC3=CC(=C(C=C3)Cl)C(F)(F)F. Drug 2: CC1=C(C(=O)C2=C(C1=O)N3CC4C(C3(C2COC(=O)N)OC)N4)N. Cell line: LOX IMVI. Synergy scores: CSS=47.2, Synergy_ZIP=-4.94, Synergy_Bliss=-4.85, Synergy_Loewe=-20.1, Synergy_HSA=-0.102. (2) Drug 1: CN(C)N=NC1=C(NC=N1)C(=O)N. Drug 2: C(CN)CNCCSP(=O)(O)O. Cell line: HOP-62. Synergy scores: CSS=-3.33, Synergy_ZIP=1.21, Synergy_Bliss=1.15, Synergy_Loewe=-1.94, Synergy_HSA=-1.63.